Dataset: Full USPTO retrosynthesis dataset with 1.9M reactions from patents (1976-2016). Task: Predict the reactants needed to synthesize the given product. (1) Given the product [C:1]([C:3]1[CH:19]=[CH:18][C:6]([O:7][CH2:8][CH2:9][CH2:10][CH2:11][CH2:12][CH2:13][CH2:14][CH2:15][C:16]([OH:32])=[O:17])=[CH:5][CH:4]=1)#[N:2], predict the reactants needed to synthesize it. The reactants are: [C:1]([C:3]1[CH:19]=[CH:18][C:6]([O:7][CH2:8][CH2:9][CH2:10][CH2:11][CH2:12][CH2:13][CH2:14][CH2:15][CH2:16][OH:17])=[CH:5][CH:4]=1)#[N:2].C1C=C[NH+]=CC=1.C1C=C[NH+]=CC=1.[O-:32][Cr](O[Cr]([O-])(=O)=O)(=O)=O.O. (2) Given the product [CH:11]([C:3]1[C:2]([C:19]2[CH:20]=[CH:21][C:16]([NH2:15])=[CH:17][CH:18]=2)=[C:6]2[CH:7]=[CH:8][CH:9]=[CH:10][N:5]2[N:4]=1)([CH3:13])[CH3:12], predict the reactants needed to synthesize it. The reactants are: I[C:2]1[C:3]([CH:11]([CH3:13])[CH3:12])=[N:4][N:5]2[CH:10]=[CH:9][CH:8]=[CH:7][C:6]=12.O.[NH2:15][C:16]1[CH:21]=[CH:20][C:19](B(O)O)=[CH:18][CH:17]=1.C(C1C(C2C=C(N)C=CC=2)=C2C=CC=CN2N=1)(C)C.